This data is from Reaction yield outcomes from USPTO patents with 853,638 reactions. The task is: Predict the reaction yield, written as a fraction of the theoretical maximum amount of product (1.0 means a 100% yield; for example, 0.34 means a 34% yield). (1) The reactants are [C:1](/[N:3]=[C:4](\[S:14][CH3:15])/[NH:5][C:6]1[CH:11]=[C:10]([Cl:12])[CH:9]=[C:8]([Cl:13])[CH:7]=1)#[N:2].[H-].[Na+].Br[CH2:19][C:20]1[CH:25]=[CH:24][CH:23]=[CH:22][CH:21]=1. The catalyst is CN(C=O)C.CCOC(C)=O. The product is [CH2:19]([N:5]([C:6]1[CH:7]=[C:8]([Cl:13])[CH:9]=[C:10]([Cl:12])[CH:11]=1)/[C:4](/[S:14][CH3:15])=[N:3]/[C:1]#[N:2])[C:20]1[CH:25]=[CH:24][CH:23]=[CH:22][CH:21]=1. The yield is 0.360. (2) The product is [CH2:17]([NH:16][C:14]([NH:13][C:11]1[S:12][C:8]2[CH:7]=[C:6]([C:4](=[O:5])[CH2:3][CH2:2][NH:1][C:28](=[O:35])[C:29]3[CH:34]=[CH:33][CH:32]=[CH:31][CH:30]=3)[CH:20]=[CH:19][C:9]=2[N:10]=1)=[O:15])[CH3:18]. The catalyst is CN(C=O)C. The yield is 0.280. The reactants are [NH2:1][CH2:2][CH2:3][C:4]([C:6]1[CH:20]=[CH:19][C:9]2[N:10]=[C:11]([NH:13][C:14]([NH:16][CH2:17][CH3:18])=[O:15])[S:12][C:8]=2[CH:7]=1)=[O:5].C(N(CC)CC)C.[C:28](Cl)(=[O:35])[C:29]1[CH:34]=[CH:33][CH:32]=[CH:31][CH:30]=1. (3) The reactants are C(O)(=O)C.[CH3:5][O:6][C:7]1[CH:16]=[C:15]2[C:10]([CH2:11][CH2:12][C:13](=O)[C:14]2([CH3:18])[CH3:17])=[CH:9][CH:8]=1.Cl.[F:21][C:22]1[CH:23]=[C:24]([NH:28]N)[CH:25]=[CH:26][CH:27]=1.O. The catalyst is CCCCCC.C(OCC)(=O)C. The product is [F:21][C:22]1[CH:23]=[C:24]2[C:25]([C:12]3[CH2:11][C:10]4[CH:9]=[CH:8][C:7]([O:6][CH3:5])=[CH:16][C:15]=4[C:14]([CH3:18])([CH3:17])[C:13]=3[NH:28]2)=[CH:26][CH:27]=1. The yield is 0.500. (4) The reactants are [Cl:1][C:2]1[N:7]=[CH:6][C:5]2[CH2:8][C:9](=[O:11])[NH:10][C:4]=2[CH:3]=1.[H-].[Na+].Br[CH2:15][CH2:16]Br.C(Cl)Cl. The catalyst is CN(C=O)C.CCOC(C)=O.O. The product is [Cl:1][C:2]1[N:7]=[CH:6][C:5]2[C:8]3([CH2:16][CH2:15]3)[C:9](=[O:11])[NH:10][C:4]=2[CH:3]=1. The yield is 0.330. (5) The reactants are [Cl:1][C:2]1[CH:7]=[C:6](Cl)[N:5]=[C:4]([NH2:9])[N:3]=1.[CH3:10][O-:11].[Na+]. The catalyst is CO. The product is [Cl:1][C:2]1[CH:7]=[C:6]([O:11][CH3:10])[N:5]=[C:4]([NH2:9])[N:3]=1. The yield is 0.900. (6) The reactants are [CH:1]1[N:10]2[C:4]([S:5][C:6]3[CH:15]=[CH:14][CH:13]=[CH:12][C:7]=3[C:8](=O)[CH2:9]2)=[CH:3][CH:2]=1.[CH3:16][N:17]1[CH2:22][CH2:21][NH:20][CH2:19][CH2:18]1.O([Si](C)(C)C)S(C(F)(F)F)(=O)=O. The catalyst is O. The product is [CH3:16][N:17]1[CH2:22][CH2:21][N:20]([C:8]2[C:7]3[CH:12]=[CH:13][CH:14]=[CH:15][C:6]=3[S:5][C:4]3=[CH:3][CH:2]=[CH:1][N:10]3[CH:9]=2)[CH2:19][CH2:18]1. The yield is 0.840.